Dataset: Human Reference Interactome with 51,813 positive PPI pairs across 8,248 proteins, plus equal number of experimentally-validated negative pairs. Task: Binary Classification. Given two protein amino acid sequences, predict whether they physically interact or not. (1) Protein 1 (ENSG00000071994) has sequence MAAAGARPVELGFAESAPAWRLRSEQFPSKVGGRPAWLGAAGLPGPQALACELCGRPLSFLLQVYAPLPGRPDAFHRCIFLFCCREQPCCAGLRVFRNQLPRKNDFYSYEPPSENPPPETGESVCLQLKSGAHLCRVCGCLGPKTCSRCHKAYYCSKEHQTLDWRLGHKQACAQPDHLDHIIPDHNFLFPEFEIVIETEDEIMPEVVEKEDYSEIIGSMDS*MAAAGARPVELGFAESAPAWRLRSEQFPSKVYAPLPGRPDAFHRCIFLFCCREQPCCAGLRVFRNQLPRKNDFYSYEP.... Protein 2 (ENSG00000178401) has sequence MAKGLLVTYALWAVGGPAGLHHLYLGRDSHALLWMLTLGGGGLGWLWEFWKLPSFVAQANRAQGQRQSPRGVTPPLSPIRFAAQVIVGIYFGLVALISLSSMVNFYIVALPLAVGLGVLLVAAVGNQTSDFKNTLGSAFLTSPIFYGRPIAILPISVAASITAQRHRRYKALVASEPLSVRLYRLGLAYLAFTGPLAYSALCNTAATLSYVAETFGSFLNWFSFFPLLGRLMEFVLLLPYRIWRLLMGETGFNSSCFQEWAKLYEFVHSFQDEKRQLAYQVLGLSEGATNEEIHRSYQEL.... Result: 0 (the proteins do not interact). (2) Protein 2 (ENSG00000117525) has sequence METPAWPRVPRPETAVARTLLLGWVFAQVAGASGTTNTVAAYNLTWKSTNFKTILEWEPKPVNQVYTVQISTKSGDWKSKCFYTTDTECDLTDEIVKDVKQTYLARVFSYPAGNVESTGSAGEPLYENSPEFTPYLETNLGQPTIQSFEQVGTKVNVTVEDERTLVRRNNTFLSLRDVFGKDLIYTLYYWKSSSSGKKTAKTNTNEFLIDVDKGENYCFSVQAVIPSRTVNRKSTDSPVECMGQEKGEFREIFYIIGAVVFVVIILVIILAISLHKCRKAGVGQSWKENSPLNVS*METP.... Protein 1 (ENSG00000197037) has sequence MAEAPQQQLGIPVVKLEKELPWGRGREDPSPETFRLRFRQFRYQEAAGPQEALRELQELCRRWLRPELHTKEQILELLVLEQFLTILPREFYAWIREHGPESGKALAAMVEDLTERALEAKAVPCHRQGEQEETALCRGAWEPGIQLGPVEVKPEWGMPPGEGVQGPDPGTEEQLSQDPGDETRAFQEQGGGSKEKEAKPPQEDLKGALVALTSERFGEASLQGPGLGRVCEQEPGGPAGSAPGLPPPQHGAIPLPDEVKTHSSFWKPFQCPECGKGFSRSSNLVRHQRTHEEKSYGCVE.... Result: 0 (the proteins do not interact). (3) Protein 1 (ENSG00000070159) has sequence MTSRLRALGGRINNIRTSELPKEKTRSEVICSIHFLDGVVQTFKVTKQDTGQVLLDMVHNHLGVTEKEYFGLQHDDDSVDSPRWLEASKAIRKQLKGGFPCTLHFRVRFFIPDPNTLQQEQTRHLYFLQLKMDICEGRLTCPLNSAVVLASYAVQSHFGDYNSSIHHPGYLSDSHFIPDQNEDFLTKVESLHEQHSGLKQSEAESCYINIARTLDFYGVELHSGRDLHNLDLMIGIASAGVAVYRKYICTSFYPWVNILKISFKRKKFFIHQRQKQAESREHIVAFNMLNYRSCKNLWKS.... Protein 2 (ENSG00000282034) has sequence VSDGMTGSNPVSPASSSSPASSGAGGISPQHIAQDSSLDGPPGPPDGATVPLEGFSLSQAADLANKGPKWEKSHAEIAEQAKHEAEIETRIAELRKEGFWSLKRLPKVPEPPRPKGHWDYLCEEMQWLSADFAQERRWKRGVARKVVRMVIRHHEEQRQKEERARREEQAKLRRIASTMAKDVRQFWSNVEKVVQFKQQSRLEEKRKKALDLHLDFIVGQTEKYSDLLSQSLNQPLTSSKAGSSPCLGSSSAASSPPPPASRLDDEDGDFQPQEDEEEDDEETIEVEEQQEGNDAEAQRR.... Result: 1 (the proteins interact). (4) Protein 1 (ENSG00000102837) has sequence MRPGLSFLLALLFFLGQAAGDLGDVGPPIPSPGFSSFPGVDSSSSFSSSSRSGSSSSRSLGSGGSVSQLFSNFTGSVDDRGTCQCSVSLPDTTFPVDRVERLEFTAHVLSQKFEKELSKVREYVQLISVYEKKLLNLTVRIDIMEKDTISYTELDFELIKVEVKEMEKLVIQLKESFGGSSEIVDQLEVEIRNMTLLVEKLETLDKNNVLAIRREIVALKTKLKECEASKDQNTPVVHPPPTPGSCGHGGVVNISKPSVVQLNWRGFSYLYGAWGRDYSPQHPNKGLYWVAPLNTDGRLL.... Protein 2 (ENSG00000178538) has sequence MADLSFIEDTVAFPEKEEDEEEEEEGVEWGYEEGVEWGLVFPDANGEYQSPINLNSREARYDPSLLDVRLSPNYVVCRDCEVTNDGHTIQVILKSKSVLSGGPLPQGHEFELYEVRFHWGRENQRGSEHTVNFKAFPMELHLIHWNSTLFGSIDEAVGKPHGIAIIALFVQIGKEHVGLKAVTEILQDIQYKGKSKTIPCFNPNTLLPDPLLRDYWVYEGSLTIPPCSEGVTWILFRYPLTISQLQIEEFRRLRTHVKGAELVEGCDGILGDNFRPTQPLSDRVIRAAFQ*. Result: 0 (the proteins do not interact). (5) Protein 1 (ENSG00000178741) has sequence MLGAALRRCAVAATTRADPRGLLHSARTPGPAVAIQSVRCYSHGSQETDEEFDARWVTYFNKPDIDAWELRKGINTLVTYDMVPEPKIIDAALRACRRLNDFASTVRILEVVKDKAGPHKEIYPYVIQELRPTLNELGISTPEELGLDKV*MLGAALRRCAVAATTRADPRGLLHSARTPGPAVAIQSVRCYSHGSQETDEEFDARWVTYFNKPDIDAWELRKDGLPQGFIDIAT*MLGAALRRCAVAATTRADPRGLLHSARTPGPAVGINTLVTYDMVPEPKIIDAALRACRRLNDFA.... Protein 2 (ENSG00000136935) has sequence MFAKLKKKIAEETAVAQRPGGATRIPRSVSKESVASMGADSGDDFASDGSSSREDLSSQLLRRNEQIRKLEARLSDYAEQVRNLQKIKEKLEIALEKHQDSSMRKFQEQNETFQANRAKMAEGLALALARKDQEWSEKMDQLEKEKNILTAQLQEMKNQSMNLFQRRDEMDELEGFQQQELSKIKHMLLKKEESLGKMEQELEARTRELSRTQEELMNSNQMSSDLSQKLEELQRHYSTLEEQRDHVIASKTGAESKITALEQKEQELQALIQQLSIDLQKVTAETQEKEDVITHLQEKV.... Result: 0 (the proteins do not interact).